Dataset: Reaction yield outcomes from USPTO patents with 853,638 reactions. Task: Predict the reaction yield, written as a fraction of the theoretical maximum amount of product (1.0 means a 100% yield; for example, 0.34 means a 34% yield). (1) The reactants are [CH3:1][N:2]([CH2:4][C:5]([OH:7])=O)[CH3:3].C(N1C=CN=C1)(N1C=CN=C1)=O.Cl.[NH2:21][CH2:22][C:23]1[CH:32]=[CH:31][CH:30]=[C:29]2[C:24]=1[C:25](=[O:42])[N:26]([CH:34]1[CH2:39][CH2:38][C:37](=[O:40])[NH:36][C:35]1=[O:41])[C:27]([CH3:33])=[N:28]2. The catalyst is CN(C=O)C. The product is [CH3:3][N:2]([CH3:1])[CH2:4][C:5]([NH:21][CH2:22][C:23]1[CH:32]=[CH:31][CH:30]=[C:29]2[C:24]=1[C:25](=[O:42])[N:26]([CH:34]1[CH2:39][CH2:38][C:37](=[O:40])[NH:36][C:35]1=[O:41])[C:27]([CH3:33])=[N:28]2)=[O:7]. The yield is 0.460. (2) The reactants are [CH2:1]([C:6]1[CH:7]=[C:8]2[C:12](=[CH:13][CH:14]=1)[NH:11][C:10]([CH:15]=[O:16])=[CH:9]2)[CH2:2][CH:3]([CH3:5])[CH3:4].CI.[C:19](=O)([O-])[O-].[K+].[K+]. The catalyst is CN(C)C=O. The product is [CH2:1]([C:6]1[CH:7]=[C:8]2[C:12](=[CH:13][CH:14]=1)[N:11]([CH3:19])[C:10]([CH:15]=[O:16])=[CH:9]2)[CH2:2][CH:3]([CH3:5])[CH3:4]. The yield is 0.150. (3) The reactants are Cl.O1CCOCC1.OC(C(F)(F)F)=O.[CH3:15][O:16][C:17]1[CH:47]=[CH:46][C:20]([O:21][CH2:22][C:23]([N:25]2[CH2:30][CH2:29][N:28](C(OC(C)(C)C)=O)[CH2:27][CH:26]2[CH2:38][O:39][C:40]2[CH:41]=[N:42][CH:43]=[CH:44][CH:45]=2)=[O:24])=[CH:19][CH:18]=1. No catalyst specified. The product is [CH3:15][O:16][C:17]1[CH:18]=[CH:19][C:20]([O:21][CH2:22][C:23]([N:25]2[CH2:30][CH2:29][NH:28][CH2:27][CH:26]2[CH2:38][O:39][C:40]2[CH:41]=[N:42][CH:43]=[CH:44][CH:45]=2)=[O:24])=[CH:46][CH:47]=1. The yield is 0.190. (4) The reactants are [NH2:1][C:2]1[CH:3]=[C:4]([CH2:8][CH2:9][OH:10])[CH:5]=[CH:6][CH:7]=1.[CH3:11][C:12]1[S:13][C:14]([C:18](O)=[O:19])=[C:15]([CH3:17])[N:16]=1.Cl.CN(C)CCCN=C=NCC.ON1C2C=CC=CC=2N=N1. The catalyst is CN(C=O)C. The product is [OH:10][CH2:9][CH2:8][C:4]1[CH:3]=[C:2]([NH:1][C:18]([C:14]2[S:13][C:12]([CH3:11])=[N:16][C:15]=2[CH3:17])=[O:19])[CH:7]=[CH:6][CH:5]=1. The yield is 0.730.